From a dataset of Forward reaction prediction with 1.9M reactions from USPTO patents (1976-2016). Predict the product of the given reaction. (1) Given the reactants [CH2:1]([O:8][C:9]1[C:13]([C:14]#[N:15])=[C:12](S(C)(=O)=O)[N:11]([CH3:20])[N:10]=1)[C:2]1[CH:7]=[CH:6][CH:5]=[CH:4][CH:3]=1.[CH3:21][O-:22].[Na+].O, predict the reaction product. The product is: [CH2:1]([O:8][C:9]1[C:13]([C:14]#[N:15])=[C:12]([O:22][CH3:21])[N:11]([CH3:20])[N:10]=1)[C:2]1[CH:7]=[CH:6][CH:5]=[CH:4][CH:3]=1. (2) Given the reactants [C:1]([Si:5]([CH3:33])([CH3:32])[O:6][C@H:7]1[CH2:11][CH2:10][C@H:9]([N:12]2[C:17]3=[N:18][C:19](Cl)=[N:20][CH:21]=[C:16]3[CH2:15][N:14]([C:23]3[CH:28]=[CH:27][C:26]([CH2:29][CH3:30])=[CH:25][CH:24]=3)[C:13]2=[O:31])[CH2:8]1)([CH3:4])([CH3:3])[CH3:2].[F:34][C:35]1[CH:41]=[CH:40][C:38]([NH2:39])=[CH:37][CH:36]=1.O.C1(C)C=CC(S(O)(=O)=O)=CC=1, predict the reaction product. The product is: [C:1]([Si:5]([CH3:33])([CH3:32])[O:6][C@H:7]1[CH2:11][CH2:10][C@H:9]([N:12]2[C:17]3=[N:18][C:19]([NH:39][C:38]4[CH:40]=[CH:41][C:35]([F:34])=[CH:36][CH:37]=4)=[N:20][CH:21]=[C:16]3[CH2:15][N:14]([C:23]3[CH:28]=[CH:27][C:26]([CH2:29][CH3:30])=[CH:25][CH:24]=3)[C:13]2=[O:31])[CH2:8]1)([CH3:4])([CH3:3])[CH3:2]. (3) Given the reactants [C:1](#[N:4])[CH:2]=[CH2:3].N12CCCN=C1CCCCC2.[CH2:16]([N:23]1[C:27]2[CH:28]=[CH:29][C:30]3[N:31]([C:32]([CH3:35])=[N:33][N:34]=3)[C:26]=2[CH:25]=[C:24]1[C:36]1[NH:40][N:39]=[CH:38][CH:37]=1)[C:17]1[CH:22]=[CH:21][CH:20]=[CH:19][CH:18]=1, predict the reaction product. The product is: [CH2:16]([N:23]1[C:27]2[CH:28]=[CH:29][C:30]3[N:31]([C:32]([CH3:35])=[N:33][N:34]=3)[C:26]=2[CH:25]=[C:24]1[C:36]1[CH:37]=[CH:38][N:39]([CH2:3][CH2:2][C:1]#[N:4])[N:40]=1)[C:17]1[CH:18]=[CH:19][CH:20]=[CH:21][CH:22]=1. (4) Given the reactants [Cl:1][C:2]1[CH:10]=[C:9]2[C:5]([CH:6]([CH:12]3[CH2:17][CH2:16][CH2:15][CH2:14][CH2:13]3)[C:7](=[O:11])[NH:8]2)=[CH:4][CH:3]=1.[Cl:18][C:19]1[CH:20]=[C:21]([CH:24]=[CH:25][CH:26]=1)[CH2:22]Br.[I-].[K+].C(=O)([O-])[O-].[K+].[K+], predict the reaction product. The product is: [Cl:1][C:2]1[CH:10]=[C:9]2[C:5]([C:6]([CH2:22][C:21]3[CH:24]=[CH:25][CH:26]=[C:19]([Cl:18])[CH:20]=3)([CH:12]3[CH2:17][CH2:16][CH2:15][CH2:14][CH2:13]3)[C:7](=[O:11])[NH:8]2)=[CH:4][CH:3]=1.